From a dataset of Forward reaction prediction with 1.9M reactions from USPTO patents (1976-2016). Predict the product of the given reaction. (1) Given the reactants [CH3:1][N:2]1[CH:6]=[C:5]([C:7]2[N:12]=[C:11]([C:13]3[CH:14]=[N:15][N:16]([C:18]4([CH:29]=[CH2:30])[CH2:21][N:20]([C:22]([O:24][C:25]([CH3:28])([CH3:27])[CH3:26])=[O:23])[CH2:19]4)[CH:17]=3)[N:10]3[CH:31]=[CH:32][N:33]=[C:9]3[CH:8]=2)[CH:4]=[N:3]1, predict the reaction product. The product is: [CH2:29]([C:18]1([N:16]2[CH:17]=[C:13]([C:11]3[N:10]4[CH:31]=[CH:32][N:33]=[C:9]4[CH:8]=[C:7]([C:5]4[CH:4]=[N:3][N:2]([CH3:1])[CH:6]=4)[N:12]=3)[CH:14]=[N:15]2)[CH2:21][N:20]([C:22]([O:24][C:25]([CH3:28])([CH3:26])[CH3:27])=[O:23])[CH2:19]1)[CH3:30]. (2) The product is: [I:38][C:20]1[C:21]([O:25][CH3:26])=[CH:22][CH:23]=[CH:24][C:19]=1[C:3]1[C:8]([CH:9]([CH3:11])[CH3:10])=[CH:7][C:6]([CH:12]([CH3:14])[CH3:13])=[C:5]([C:34]2[CH:33]=[CH:32][CH:37]=[CH:36][CH:35]=2)[C:4]=1[CH:15]([CH3:17])[CH3:16]. Given the reactants [Mg].Br[C:3]1[C:8]([CH:9]([CH3:11])[CH3:10])=[CH:7][C:6]([CH:12]([CH3:14])[CH3:13])=[CH:5][C:4]=1[CH:15]([CH3:17])[CH3:16].F[C:19]1[CH:24]=[CH:23][CH:22]=[C:21]([O:25][CH3:26])[CH:20]=1.[Li]CCCC.[CH3:32][CH2:33][CH2:34][CH2:35][CH2:36][CH3:37].[I:38]I, predict the reaction product. (3) Given the reactants [OH:1][C:2]1[CH:3]=[C:4]2[C:9](=[CH:10][CH:11]=1)[N:8]=[C:7]([C:12]([O:14]C)=[O:13])[CH:6]=[CH:5]2.C(=O)([O-])[O-].[Cs+].[Cs+].Cl[C:23]1[CH:28]=[CH:27][C:26]([CH:29]([F:31])[F:30])=[CH:25][N:24]=1.O.[OH-].[Li+].Cl, predict the reaction product. The product is: [F:30][CH:29]([F:31])[C:26]1[CH:27]=[CH:28][C:23]([O:1][C:2]2[CH:3]=[C:4]3[C:9](=[CH:10][CH:11]=2)[N:8]=[C:7]([C:12]([OH:14])=[O:13])[CH:6]=[CH:5]3)=[N:24][CH:25]=1.